From a dataset of Reaction yield outcomes from USPTO patents with 853,638 reactions. Predict the reaction yield, written as a fraction of the theoretical maximum amount of product (1.0 means a 100% yield; for example, 0.34 means a 34% yield). (1) The reactants are [OH:1][CH:2]([CH3:33])[CH2:3][N:4]([CH2:29][CH:30]([OH:32])[CH3:31])[C:5]1[C:22]([N+:23]([O-:25])=[O:24])=[CH:21][C:20]([N+:26]([O-:28])=[O:27])=[CH:19][C:6]=1[C:7]([NH:9][CH2:10][CH2:11][O:12][CH:13]1[CH2:18][CH2:17][CH2:16][CH2:15][O:14]1)=[O:8].[CH3:34][S:35](Cl)(=[O:37])=[O:36]. No catalyst specified. The product is [CH3:34][S:35]([O:1][CH:2]([CH3:33])[CH2:3][N:4]([CH2:29][CH:30]([O:32][S:35]([CH3:34])(=[O:37])=[O:36])[CH3:31])[C:5]1[C:6]([C:7]([NH:9][CH2:10][CH2:11][O:12][CH:13]2[CH2:18][CH2:17][CH2:16][CH2:15][O:14]2)=[O:8])=[CH:19][C:20]([N+:26]([O-:28])=[O:27])=[CH:21][C:22]=1[N+:23]([O-:25])=[O:24])(=[O:37])=[O:36]. The yield is 1.00. (2) The reactants are CO[C:3](=[O:24])[C:4]1[CH:9]=[CH:8][C:7]([O:10][CH2:11][C:12]2[C:13]([C:17]3[CH:22]=[CH:21][C:20]([F:23])=[CH:19][CH:18]=3)=[N:14][O:15][CH:16]=2)=[N:6][CH:5]=1.COC(=O)C1C=CC(OCC2C(C3C=CC=CC=3)=NOC=2C)=NC=1.[NH2:49][CH:50]([CH3:53])[CH2:51][OH:52]. No catalyst specified. The product is [F:23][C:20]1[CH:19]=[CH:18][C:17]([C:13]2[C:12]([CH2:11][O:10][C:7]3[CH:8]=[CH:9][C:4]([C:3]([NH:49][CH:50]([CH3:53])[CH2:51][OH:52])=[O:24])=[CH:5][N:6]=3)=[CH:16][O:15][N:14]=2)=[CH:22][CH:21]=1. The yield is 0.710.